From a dataset of Catalyst prediction with 721,799 reactions and 888 catalyst types from USPTO. Predict which catalyst facilitates the given reaction. (1) Reactant: Cl[C:2]1[CH:7]=[C:6]([N:8]2[CH:12]=[N:11][C:10]([NH:13][C:14]3[CH:19]=[CH:18][CH:17]=[CH:16][CH:15]=3)=[N:9]2)[CH:5]=[CH:4][N:3]=1.[CH3:20][O:21][C:22]1[CH:29]=[CH:28][C:25]([CH2:26][NH2:27])=[CH:24][CH:23]=1. Product: [CH3:20][O:21][C:22]1[CH:29]=[CH:28][C:25]([CH2:26][NH:27][C:2]2[CH:7]=[C:6]([N:8]3[CH:12]=[N:11][C:10]([NH:13][C:14]4[CH:19]=[CH:18][CH:17]=[CH:16][CH:15]=4)=[N:9]3)[CH:5]=[CH:4][N:3]=2)=[CH:24][CH:23]=1. The catalyst class is: 37. (2) Reactant: [CH3:1][O-:2].[Na+].[Br:4][C:5]1[C:6](Cl)=[N:7][C:8]([Cl:11])=[N:9][CH:10]=1. Product: [Br:4][C:5]1[C:6]([O:2][CH3:1])=[N:7][C:8]([Cl:11])=[N:9][CH:10]=1. The catalyst class is: 5. (3) Reactant: [N+:1]([C:4]1[CH:9]=[CH:8][C:7]([C@@H:10]([NH:12][C:13](=[O:19])[O:14][C:15]([CH3:18])([CH3:17])[CH3:16])[CH3:11])=[CH:6][CH:5]=1)([O-])=O.[Cl-].[NH4+]. Product: [NH2:1][C:4]1[CH:9]=[CH:8][C:7]([C@@H:10]([NH:12][C:13](=[O:19])[O:14][C:15]([CH3:18])([CH3:17])[CH3:16])[CH3:11])=[CH:6][CH:5]=1. The catalyst class is: 190. (4) Reactant: CON(C)[C:4]([CH2:6][C:7]1[N:8]=[CH:9][C:10]2[C:15]([CH:16]=1)=[CH:14][CH:13]=[CH:12][CH:11]=2)=O.[C:18]1([Mg]Br)C=[CH:22][CH:21]=[CH:20][CH:19]=1.[OH2:26]. Product: [C:6]([C:7]1[N:8]=[CH:9][C:10]2[C:15]([CH:16]=1)=[CH:14][CH:13]=[CH:12][CH:11]=2)(=[O:26])[C:4]1[CH:22]=[CH:21][CH:20]=[CH:19][CH:18]=1. The catalyst class is: 1. (5) Reactant: [CH3:1][C:2]([N:6]1[Si:10]([CH3:12])([CH3:11])[CH2:9][CH2:8][Si:7]1([CH3:14])[CH3:13])([CH3:5])[C:3]#[CH:4].[CH2:15]([Li])CCC.[OH2:20]. Product: [CH3:5][C:2]([N:6]1[Si:7]([CH3:14])([CH3:13])[CH2:8][CH2:9][Si:10]1([CH3:11])[CH3:12])([CH3:1])[C:3]#[C:4][CH2:15][OH:20]. The catalyst class is: 7.